From a dataset of Full USPTO retrosynthesis dataset with 1.9M reactions from patents (1976-2016). Predict the reactants needed to synthesize the given product. (1) Given the product [N:13]([C:10]1[CH:11]=[CH:12][C:7]([N:6]([CH3:5])[CH3:15])=[N:8][C:9]=1[CH3:14])=[C:1]=[S:2], predict the reactants needed to synthesize it. The reactants are: [C:1](Cl)(Cl)=[S:2].[CH3:5][N:6]([CH3:15])[C:7]1[CH:12]=[CH:11][C:10]([NH2:13])=[C:9]([CH3:14])[N:8]=1. (2) Given the product [Cl:1][C:2]1[C:3]([CH3:16])=[C:4]([C:8]2[O:12][N:11]=[CH:10][C:9]=2[C:13]([N:40]2[CH2:45][CH2:44][CH2:43][CH:42]([C:46]([OH:49])([CH3:48])[CH3:47])[CH2:41]2)=[O:15])[CH:5]=[CH:6][CH:7]=1, predict the reactants needed to synthesize it. The reactants are: [Cl:1][C:2]1[C:3]([CH3:16])=[C:4]([C:8]2[O:12][N:11]=[CH:10][C:9]=2[C:13]([OH:15])=O)[CH:5]=[CH:6][CH:7]=1.CN(C(ON1N=NC2C=CC=CC1=2)=[N+](C)C)C.[B-](F)(F)(F)F.Cl.[NH:40]1[CH2:45][CH2:44][CH2:43][CH:42]([C:46]([OH:49])([CH3:48])[CH3:47])[CH2:41]1.C(N(CC)CC)C.